From a dataset of Full USPTO retrosynthesis dataset with 1.9M reactions from patents (1976-2016). Predict the reactants needed to synthesize the given product. Given the product [C:6]([C:5]([O:4][C:3]1[CH:10]=[CH:11][CH:12]=[CH:13][C:2]=1[N:33]1[CH2:32][CH2:31][O:30][C:29]2[CH:34]=[C:25]([S:22]([N:21]([CH2:20][C:19]3[CH:40]=[CH:41][C:16]([O:15][CH3:14])=[CH:17][CH:18]=3)[C:35]3[S:36][CH:37]=[CH:38][N:39]=3)(=[O:23])=[O:24])[CH:26]=[CH:27][C:28]1=2)([CH3:9])[CH3:8])#[N:7], predict the reactants needed to synthesize it. The reactants are: Br[C:2]1[CH:13]=[CH:12][CH:11]=[CH:10][C:3]=1[O:4][C:5]([CH3:9])([CH3:8])[C:6]#[N:7].[CH3:14][O:15][C:16]1[CH:41]=[CH:40][C:19]([CH2:20][N:21]([C:35]2[S:36][CH:37]=[CH:38][N:39]=2)[S:22]([C:25]2[CH:26]=[CH:27][C:28]3[NH:33][CH2:32][CH2:31][O:30][C:29]=3[CH:34]=2)(=[O:24])=[O:23])=[CH:18][CH:17]=1.CC(C)([O-])C.[Na+].CC1(C)C2C(=C(P(C3C=CC=CC=3)C3C=CC=CC=3)C=CC=2)OC2C(P(C3C=CC=CC=3)C3C=CC=CC=3)=CC=CC1=2.BrC1N=C(N(CC2C=CC(OC)=CC=2)S(C2C=CC3N(C4C=CC(C(F)(F)F)=CC=4Cl)CCOC=3C=2)(=O)=O)SN=1.